From a dataset of Full USPTO retrosynthesis dataset with 1.9M reactions from patents (1976-2016). Predict the reactants needed to synthesize the given product. (1) Given the product [Cl:1][C:2]1[C:7]([C:8]([F:10])([F:11])[F:9])=[C:6]([N:12]([CH2:13][C@@H:14]2[CH2:16][C@H:15]2[C:17]2[CH:18]=[CH:19][C:20]([F:23])=[CH:21][CH:22]=2)[CH3:27])[CH:5]=[CH:4][N:3]=1, predict the reactants needed to synthesize it. The reactants are: [Cl:1][C:2]1[C:7]([C:8]([F:11])([F:10])[F:9])=[C:6]([NH:12][CH2:13][C@@H:14]2[CH2:16][C@H:15]2[C:17]2[CH:22]=[CH:21][C:20]([F:23])=[CH:19][CH:18]=2)[CH:5]=[CH:4][N:3]=1.[H-].[Na+].I[CH3:27]. (2) Given the product [CH:1]1([CH2:7][C:8]([NH:10][C@@H:11]([C:45]([CH3:46])([CH3:48])[CH3:47])[C:12]([N:14]2[C@H:29]([C:30]([NH:32][C@@H:33]([CH2:42][CH2:43][CH3:44])[C:34](=[O:41])[C:35]([NH:37][CH:38]3[CH2:40][CH2:39]3)=[O:36])=[O:31])[CH2:28][C@:16]3([O:20][C:19](=[O:21])[N:18]([C:22]4[CH:27]=[CH:26][CH:25]=[CH:24][CH:23]=4)[CH2:17]3)[CH2:15]2)=[O:13])=[O:9])[CH2:6][CH2:5][CH2:4][CH2:3][CH2:2]1, predict the reactants needed to synthesize it. The reactants are: [CH:1]1([CH2:7][C:8]([NH:10][C@@H:11]([C:45]([CH3:48])([CH3:47])[CH3:46])[C:12]([N:14]2[C@H:29]([C:30]([NH:32][C@@H:33]([CH2:42][CH2:43][CH3:44])[CH:34]([OH:41])[C:35]([NH:37][CH:38]3[CH2:40][CH2:39]3)=[O:36])=[O:31])[CH2:28][C@:16]3([O:20][C:19](=[O:21])[N:18]([C:22]4[CH:27]=[CH:26][CH:25]=[CH:24][CH:23]=4)[CH2:17]3)[CH2:15]2)=[O:13])=[O:9])[CH2:6][CH2:5][CH2:4][CH2:3][CH2:2]1.CC(OI1(OC(C)=O)(OC(C)=O)OC(=O)C2C=CC=CC1=2)=O.[O-]S([O-])(=S)=O.[Na+].[Na+]. (3) Given the product [CH3:24][N:10]1[C:11]2[C:16](=[C:15]([O:18][CH3:19])[C:14]([O:20][CH3:21])=[C:13]([O:22][CH3:23])[CH:12]=2)[CH:17]=[C:9]1[CH2:8][CH2:7][CH2:6][N:25]1[CH2:30][CH2:29][N:28]([CH2:6][CH2:7][CH2:8][C:9]2[N:10]([CH3:24])[C:11]3[C:16]([CH:17]=2)=[C:15]([O:18][CH3:19])[C:14]([O:20][CH3:21])=[C:13]([O:22][CH3:23])[CH:12]=3)[CH2:27][CH2:26]1, predict the reactants needed to synthesize it. The reactants are: CS(O[CH2:6][CH2:7][CH2:8][C:9]1[N:10]([CH3:24])[C:11]2[C:16]([CH:17]=1)=[C:15]([O:18][CH3:19])[C:14]([O:20][CH3:21])=[C:13]([O:22][CH3:23])[CH:12]=2)(=O)=O.[NH:25]1[CH2:30][CH2:29][NH:28][CH2:27][CH2:26]1. (4) Given the product [C:8]([C:3]1[CH:4]=[CH:5][CH:6]=[CH:7][C:2]=1[O:1][CH2:12][C:13]([O:15][CH3:16])=[O:14])(=[O:10])[CH3:9], predict the reactants needed to synthesize it. The reactants are: [OH:1][C:2]1[CH:7]=[CH:6][CH:5]=[CH:4][C:3]=1[C:8](=[O:10])[CH3:9].Br[CH2:12][C:13]([O:15][CH3:16])=[O:14].C(=O)([O-])[O-].[K+].[K+]. (5) Given the product [Si:1]([O:8][C@H:9]([C@H:11]([N:15]1[CH:19]=[C:18]([C:20]([NH2:25])=[O:22])[N:17]=[CH:16]1)[CH2:12][CH2:13][OH:14])[CH3:10])([C:4]([CH3:7])([CH3:6])[CH3:5])([CH3:3])[CH3:2], predict the reactants needed to synthesize it. The reactants are: [Si:1]([O:8][C@H:9]([C@H:11]([N:15]1[CH:19]=[C:18]([C:20]([O:22]CC)=O)[N:17]=[CH:16]1)[CH2:12][CH2:13][OH:14])[CH3:10])([C:4]([CH3:7])([CH3:6])[CH3:5])([CH3:3])[CH3:2].[NH3:25]. (6) Given the product [CH3:1][C:2]1([CH3:17])[O:6][C@H:5]([CH2:7][N:8]2[CH:12]=[CH:11][C:10]([NH2:13])=[N:9]2)[CH2:4][O:3]1, predict the reactants needed to synthesize it. The reactants are: [CH3:1][C:2]1([CH3:17])[O:6][C@H:5]([CH2:7][N:8]2[CH:12]=[CH:11][C:10]([NH:13]C(=O)C)=[N:9]2)[CH2:4][O:3]1.O.[OH-].[Na+].CCCCCCC. (7) Given the product [CH2:1]([O:3][C:4]1[CH:12]=[CH:11][C:10]([C:13]([F:16])([F:15])[F:14])=[CH:9][C:5]=1[C:6](=[O:8])[CH2:18][C:17]([O:23][CH2:24][CH3:25])=[O:22])[CH3:2], predict the reactants needed to synthesize it. The reactants are: [CH2:1]([O:3][C:4]1[CH:12]=[CH:11][C:10]([C:13]([F:16])([F:15])[F:14])=[CH:9][C:5]=1[C:6]([OH:8])=O)[CH3:2].[C:17]([O:23][CH2:24][CH3:25])(=[O:22])[CH2:18]C([O-])=O.[K+].[Mg+2].[Cl-].[Cl-].C(N(CC)CC)C. (8) Given the product [CH3:19][NH:20][CH2:15][C:16]([N:11]1[CH2:10][CH2:9][S:8][C:7]2[CH:12]=[CH:13][C:4]([N+:1]([O-:3])=[O:2])=[CH:5][C:6]1=2)=[O:17], predict the reactants needed to synthesize it. The reactants are: [N+:1]([C:4]1[CH:13]=[CH:12][C:7]2[S:8][CH2:9][CH2:10][NH:11][C:6]=2[CH:5]=1)([O-:3])=[O:2].Cl[CH2:15][C:16](Cl)=[O:17].[CH3:19][NH2:20]. (9) Given the product [CH2:60]([O:62][C:63](=[O:68])[C@H:64]([OH:67])[CH2:65][NH:66][C:18](=[O:19])[C:17]1[CH:21]=[CH:22][C:14]([CH:13]([NH:23][C:24]([NH:26][C:27]2[CH:32]=[C:31]([C:33]([F:34])([F:35])[F:36])[CH:30]=[C:29]([O:37][CH3:38])[CH:28]=2)=[O:25])[C:8]2[CH:9]=[CH:10][C:11]([CH:39]3[CH2:40][CH2:41][CH2:42][CH2:43][CH2:44]3)=[CH:12][CH:7]=2)=[CH:15][CH:16]=1)[CH3:61], predict the reactants needed to synthesize it. The reactants are: C1([C:7]2[CH:12]=[CH:11][CH:10]=[CH:9][C:8]=2[CH:13]([NH:23][C:24]([NH:26][C:27]2[CH:32]=[C:31]([C:33]([F:36])([F:35])[F:34])[CH:30]=[C:29]([O:37][CH3:38])[CH:28]=2)=[O:25])[C:14]2[CH:22]=[CH:21][C:17]([C:18](O)=[O:19])=[CH:16][CH:15]=2)CCCCC1.[CH:39]1[CH:40]=[CH:41][C:42]2N(O)N=N[C:43]=2[CH:44]=1.CCN=C=NCCCN(C)C.[CH2:60]([O:62][C:63](=[O:68])[C@H:64]([OH:67])[CH2:65][NH2:66])[CH3:61].C(N(C(C)C)CC)(C)C. (10) Given the product [N:2]1[CH:3]=[CH:4][C:5]([N:8]2[CH2:12][CH2:11][C:10]3([CH2:17][CH2:16][N:15]([C:28]([NH:27][CH2:30][CH2:31][C:32]([O:34][CH2:35][CH3:36])=[O:33])=[O:29])[CH2:14][CH2:13]3)[CH2:9]2)=[CH:6][CH:7]=1, predict the reactants needed to synthesize it. The reactants are: Cl.[N:2]1[CH:7]=[CH:6][C:5]([N:8]2[CH2:12][CH2:11][C:10]3([CH2:17][CH2:16][NH:15][CH2:14][CH2:13]3)[CH2:9]2)=[CH:4][CH:3]=1.CCN(C(C)C)C(C)C.[N:27]([CH2:30][CH2:31][C:32]([O:34][CH2:35][CH3:36])=[O:33])=[C:28]=[O:29].